Predict which catalyst facilitates the given reaction. From a dataset of Catalyst prediction with 721,799 reactions and 888 catalyst types from USPTO. (1) Reactant: [CH2:1]([O:4][C:5]1[C:16]([O:17][CH3:18])=[C:15]([NH:19][C:20](=[O:46])[C:21]2[CH:26]=[CH:25][C:24]([NH:27][S:28]([C:31]3[CH:36]=[CH:35][C:34]([N+:37]([O-])=O)=[CH:33][CH:32]=3)(=[O:30])=[O:29])=[C:23]([O:40][CH3:41])[C:22]=2[O:42][CH2:43][CH:44]=[CH2:45])[CH:14]=[CH:13][C:6]=1[C:7]([O:9][CH2:10][CH:11]=[CH2:12])=[O:8])[CH:2]=[CH2:3].Cl[Sn]Cl.O. The catalyst class is: 14. Product: [CH2:1]([O:4][C:5]1[C:16]([O:17][CH3:18])=[C:15]([NH:19][C:20](=[O:46])[C:21]2[CH:26]=[CH:25][C:24]([NH:27][S:28]([C:31]3[CH:36]=[CH:35][C:34]([NH2:37])=[CH:33][CH:32]=3)(=[O:29])=[O:30])=[C:23]([O:40][CH3:41])[C:22]=2[O:42][CH2:43][CH:44]=[CH2:45])[CH:14]=[CH:13][C:6]=1[C:7]([O:9][CH2:10][CH:11]=[CH2:12])=[O:8])[CH:2]=[CH2:3]. (2) Reactant: [H-].[Na+].[C:3]1([C:13](=[O:21])[CH2:14][C:15]2[CH:20]=[CH:19][N:18]=[CH:17][CH:16]=2)[C:12]2[C:7](=[CH:8][CH:9]=[CH:10][CH:11]=2)[CH:6]=[CH:5][CH:4]=1.Br[CH2:23][C:24]([O:26][CH2:27][CH3:28])=[O:25]. Product: [C:3]1([C:13](=[O:21])[CH:14]([C:15]2[CH:20]=[CH:19][N:18]=[CH:17][CH:16]=2)[CH2:23][C:24]([O:26][CH2:27][CH3:28])=[O:25])[C:12]2[C:7](=[CH:8][CH:9]=[CH:10][CH:11]=2)[CH:6]=[CH:5][CH:4]=1. The catalyst class is: 16. (3) Reactant: [CH3:1][O:2][C:3]1[CH:8]=[CH:7][CH:6]=[CH:5][C:4]=1[C:9]#[C:10][CH3:11]. Product: [CH3:1][O:2][C:3]1[CH:8]=[CH:7][CH:6]=[CH:5][C:4]=1[C:9]#[C:10][C:11]1[CH:7]=[CH:6][CH:5]=[CH:4][C:3]=1[O:2][CH3:1]. The catalyst class is: 11. (4) Reactant: [Br:1][C:2]1[CH:7]=[C:6]([CH3:8])[C:5]([OH:9])=[C:4]([F:10])[CH:3]=1.[C:11](=O)([O-])[O-].[K+].[K+].IC. Product: [Br:1][C:2]1[CH:7]=[C:6]([CH3:8])[C:5]([O:9][CH3:11])=[C:4]([F:10])[CH:3]=1. The catalyst class is: 245. (5) Reactant: CN(C=O)C.[CH:6]1([NH:12][C:13]2[CH:22]=[C:21]3[C:16]([C:17](=[O:34])[N:18]([CH2:29][CH2:30][CH2:31][CH:32]=O)[C:19](=[O:28])[N:20]3[CH:23]3[CH2:27][CH2:26][CH2:25][CH2:24]3)=[CH:15][C:14]=2[F:35])[CH2:11][CH2:10][CH2:9][CH2:8][CH2:7]1.C(=O)([O-])[O-].[K+].[K+].C(OP([CH2:50][C:51]([O:53][CH2:54][CH3:55])=[O:52])(OCC)=O)C. Product: [CH:6]1([NH:12][C:13]2[CH:22]=[C:21]3[C:16]([C:17](=[O:34])[N:18]([CH2:29][CH2:30][CH2:31]/[CH:32]=[CH:50]/[C:51]([O:53][CH2:54][CH3:55])=[O:52])[C:19](=[O:28])[N:20]3[CH:23]3[CH2:27][CH2:26][CH2:25][CH2:24]3)=[CH:15][C:14]=2[F:35])[CH2:7][CH2:8][CH2:9][CH2:10][CH2:11]1. The catalyst class is: 6. (6) Reactant: O.NN.O=C1C2C(=CC=CC=2)C(=O)[N:6]1[CH2:15][CH2:16][N:17]1[C@@H:22]([CH3:23])[CH2:21][N:20]([C:24]([O:26][C:27]([CH3:30])([CH3:29])[CH3:28])=[O:25])[CH2:19][C@H:18]1[CH3:31]. Product: [NH2:6][CH2:15][CH2:16][N:17]1[C@@H:22]([CH3:23])[CH2:21][N:20]([C:24]([O:26][C:27]([CH3:28])([CH3:30])[CH3:29])=[O:25])[CH2:19][C@H:18]1[CH3:31]. The catalyst class is: 5.